From a dataset of NCI-60 drug combinations with 297,098 pairs across 59 cell lines. Regression. Given two drug SMILES strings and cell line genomic features, predict the synergy score measuring deviation from expected non-interaction effect. (1) Drug 1: C1CC(C1)(C(=O)O)C(=O)O.[NH2-].[NH2-].[Pt+2]. Drug 2: B(C(CC(C)C)NC(=O)C(CC1=CC=CC=C1)NC(=O)C2=NC=CN=C2)(O)O. Cell line: MCF7. Synergy scores: CSS=32.1, Synergy_ZIP=-6.05, Synergy_Bliss=0.233, Synergy_Loewe=-38.0, Synergy_HSA=1.35. (2) Drug 1: C1=C(C(=O)NC(=O)N1)F. Drug 2: CC(C)NC(=O)C1=CC=C(C=C1)CNNC.Cl. Cell line: SNB-75. Synergy scores: CSS=20.3, Synergy_ZIP=-1.22, Synergy_Bliss=0.743, Synergy_Loewe=-3.27, Synergy_HSA=-0.613.